From a dataset of Reaction yield outcomes from USPTO patents with 853,638 reactions. Predict the reaction yield, written as a fraction of the theoretical maximum amount of product (1.0 means a 100% yield; for example, 0.34 means a 34% yield). (1) The reactants are [Br:1][C:2]1[CH:11]=[CH:10][CH:9]=[C:8]2[C:3]=1[CH:4]=[CH:5][N:6]=[CH:7]2.C1C=C(Cl)C=C(C(OO)=[O:20])C=1. The catalyst is C(Cl)Cl. The product is [Br:1][C:2]1[CH:11]=[CH:10][CH:9]=[C:8]2[C:3]=1[CH:4]=[CH:5][N+:6]([O-:20])=[CH:7]2. The yield is 0.900. (2) The reactants are [CH3:1][C:2]1[N+:7]([O-])=[C:6]2[CH2:9][O:10][C:11](=[O:12])[C:5]2=[CH:4][CH:3]=1.FC(F)(F)C(OC(=O)C(F)(F)F)=[O:16]. The catalyst is ClCCl. The product is [OH:16][CH2:1][C:2]1[N:7]=[C:6]2[CH2:9][O:10][C:11](=[O:12])[C:5]2=[CH:4][CH:3]=1. The yield is 0.420. (3) The reactants are [NH2:1][C:2]1[N:3]=[C:4]([Cl:11])[C:5]2[CH:10]=[CH:9][NH:8][C:6]=2[N:7]=1.CCN(CC)CC.[Si:19](OS(C(F)(F)F)(=O)=O)([C:22]([CH3:25])([CH3:24])[CH3:23])([CH3:21])[CH3:20]. The catalyst is ClCCl. The product is [Si:19]([NH:1][C:2]1[N:3]=[C:4]([Cl:11])[C:5]2[CH:10]=[CH:9][NH:8][C:6]=2[N:7]=1)([C:22]([CH3:25])([CH3:24])[CH3:23])([CH3:21])[CH3:20]. The yield is 0.790. (4) The reactants are [CH3:1][C:2]1([CH3:24])[CH2:11][C:10]2[C:5](=[C:6]3[CH2:15][C:14]([CH3:17])([CH3:16])[O:13][C:7]3=[C:8]([OH:12])[CH:9]=2)[C:4]([C:18]2[CH:23]=[CH:22][CH:21]=[CH:20][CH:19]=2)=[N:3]1.C=O.[CH3:27][NH:28][CH3:29].O1CCC[CH2:31]1. The catalyst is C(O)C. The product is [CH3:27][N:28]([CH2:31][C:9]1[C:8]([OH:12])=[C:7]2[O:13][C:14]([CH3:16])([CH3:17])[CH2:15][C:6]2=[C:5]2[C:10]=1[CH2:11][C:2]([CH3:24])([CH3:1])[N:3]=[C:4]2[C:18]1[CH:19]=[CH:20][CH:21]=[CH:22][CH:23]=1)[CH3:29]. The yield is 0.780. (5) The yield is 0.910. The reactants are [C:1]([O:4][CH2:5][C:6]1([CH2:19][CH2:20][CH:21]([CH3:23])[CH3:22])[C:15]2[C:10](=[CH:11][CH:12]=[CH:13][CH:14]=2)[C:9](=[O:16])[CH:8]=[C:7]1[O:17]C)(=[O:3])[CH3:2].I[Si](C)(C)C. The catalyst is C(#N)C. The product is [C:1]([O:4][CH2:5][C:6]1([CH2:19][CH2:20][CH:21]([CH3:23])[CH3:22])[C:15]2[C:10](=[CH:11][CH:12]=[CH:13][CH:14]=2)[C:9](=[O:16])[CH2:8][C:7]1=[O:17])(=[O:3])[CH3:2]. (6) The reactants are [S:1]([N:5]=[C:6]=O)N=C=O.[Na].[N:9]1C=CC=C[CH:10]=1.CS(ON=C(Cl)[C@H:22]1[CH2:26][O:25][C:24]2([CH2:31][CH2:30][CH2:29][CH2:28][CH2:27]2)[O:23]1)(=O)=O.[Br:33][C:34]1[CH:35]=[C:36]([O:41][C:42]2[C:43]([CH3:48])=[N:44][CH:45]=[CH:46][CH:47]=2)[C:37]([NH2:40])=[N:38][CH:39]=1. The catalyst is C(#N)C. The product is [Br:33][C:34]1[CH:35]=[C:36]([O:41][C:42]2[C:43]([CH3:48])=[N:44][CH:45]=[CH:46][CH:47]=2)[C:37]([NH:40][C:10]2[S:1][N:5]=[C:6]([C@H:26]3[CH2:22][O:23][C:24]4([CH2:27][CH2:28][CH2:29][CH2:30][CH2:31]4)[O:25]3)[N:9]=2)=[N:38][CH:39]=1. The yield is 0.730. (7) The reactants are C1(C)C=CC(S(O)(=O)=O)=CC=1.C1C=CC=CC=1.[Cl-].[N:25]1[CH:30]=[CH:29][CH:28]=[CH:27][C:26]=1[N+:25]1[CH:30]=[CH:29][CH:28]=[CH:27][CH:26]=1.[NH2:31][C:32]1[CH:33]=[C:34]([CH:47]=[CH:48][CH:49]=1)[C:35]([NH:37][C:38]1[CH:43]=[CH:42][C:41]([N+:44]([O-:46])=[O:45])=[CH:40][CH:39]=1)=[O:36]. The product is [N+:44]([C:41]1[CH:40]=[CH:39][C:38]([NH:37][C:35](=[O:36])[C:34]2[CH:47]=[CH:48][CH:49]=[C:32]([NH:31][C:28]3[CH:27]=[CH:26][N:25]=[CH:30][CH:29]=3)[CH:33]=2)=[CH:43][CH:42]=1)([O-:46])=[O:45]. The yield is 0.550. The catalyst is CN1CCCC1=O. (8) The yield is 0.600. The catalyst is CCCCCC.C(OCC)(=O)C. The product is [CH2:1]([O:3][C:4]([C:6]1[NH:7][C:8]2[C:13]([C:14]=1[C:36]1[CH:35]=[CH:34][CH:33]=[C:32]([O:31][CH3:30])[CH:37]=1)=[CH:12][C:11]([NH:16][S:17]([C:20]1[CH:25]=[CH:24][C:23]([C:26]([CH3:29])([CH3:28])[CH3:27])=[CH:22][CH:21]=1)(=[O:19])=[O:18])=[CH:10][CH:9]=2)=[O:5])[CH3:2]. The reactants are [CH2:1]([O:3][C:4]([C:6]1[NH:7][C:8]2[C:13]([C:14]=1Br)=[CH:12][C:11]([NH:16][S:17]([C:20]1[CH:25]=[CH:24][C:23]([C:26]([CH3:29])([CH3:28])[CH3:27])=[CH:22][CH:21]=1)(=[O:19])=[O:18])=[CH:10][CH:9]=2)=[O:5])[CH3:2].[CH3:30][O:31][C:32]1[CH:33]=[C:34](B(O)O)[CH:35]=[CH:36][CH:37]=1.